This data is from Forward reaction prediction with 1.9M reactions from USPTO patents (1976-2016). The task is: Predict the product of the given reaction. (1) Given the reactants [NH2:1][C@@H:2]([CH2:7][OH:8])[CH2:3][CH:4]([CH3:6])[CH3:5].[CH2:9]1[CH2:15][S:12](=[O:14])(=[O:13])[O:11][CH2:10]1, predict the reaction product. The product is: [OH:8][CH2:7][C@H:2]([NH:1][CH2:10][CH2:9][CH2:15][S:12]([OH:14])(=[O:13])=[O:11])[CH2:3][CH:4]([CH3:6])[CH3:5]. (2) The product is: [CH3:1][O:2][C:3]1[CH:12]=[C:11]([O:13][CH3:14])[CH:10]=[C:9]2[C:4]=1[C:5](=[O:33])[NH:6][C:7]([C:15]1[N:20]=[C:19]([N:21]3[CH2:22][CH2:23][N:24]([CH2:27][CH2:28][C:29]([OH:31])=[O:30])[CH2:25][CH2:26]3)[CH:18]=[CH:17][CH:16]=1)=[N:8]2. Given the reactants [CH3:1][O:2][C:3]1[CH:12]=[C:11]([O:13][CH3:14])[CH:10]=[C:9]2[C:4]=1[C:5](=[O:33])[NH:6][C:7]([C:15]1[N:20]=[C:19]([N:21]3[CH2:26][CH2:25][N:24]([CH2:27][CH2:28][C:29]([O:31]C)=[O:30])[CH2:23][CH2:22]3)[CH:18]=[CH:17][CH:16]=1)=[N:8]2.[OH-].[Li+], predict the reaction product. (3) The product is: [CH3:3][N:4]1[C:8]([C:9]2[CH:14]=[CH:13][CH:12]=[CH:11][C:10]=2[C:15]([F:16])([F:18])[F:17])=[N:7][N:6]=[C:5]1[CH:19]([O:21][C:28]1[N:29]=[CH:30][CH:31]=[CH:32][C:33]=1[C:34]#[N:35])[CH3:20]. Given the reactants [H-].[Na+].[CH3:3][N:4]1[C:8]([C:9]2[CH:14]=[CH:13][CH:12]=[CH:11][C:10]=2[C:15]([F:18])([F:17])[F:16])=[N:7][N:6]=[C:5]1[CH:19]([OH:21])[CH3:20].CN(C=O)C.Cl[C:28]1[C:33]([C:34]#[N:35])=[CH:32][CH:31]=[CH:30][N:29]=1, predict the reaction product. (4) The product is: [F:13][C:7]1[C:8]([CH3:12])=[CH:9][CH:10]=[C:11]2[C:6]=1[N:5]=[C:4]([C:14]([O:16][CH3:17])=[O:15])[CH:3]=[C:2]2[C:22]1[CH:23]=[CH:24][C:19]([F:18])=[CH:20][CH:21]=1. Given the reactants Cl[C:2]1[C:11]2[C:6](=[C:7]([F:13])[C:8]([CH3:12])=[CH:9][CH:10]=2)[N:5]=[C:4]([C:14]([O:16][CH3:17])=[O:15])[CH:3]=1.[F:18][C:19]1[CH:24]=[CH:23][C:22](B(O)O)=[CH:21][CH:20]=1.CCO.C(=O)([O-])[O-].[Na+].[Na+], predict the reaction product. (5) Given the reactants [CH3:1][CH:2]([O:4][C:5]1[CH:6]=[CH:7][C:8]2[NH:12][C:11](=[O:13])[N:10]([CH:14]3[CH2:19][CH2:18][N:17](C(OC(C)(C)C)=O)[CH2:16][CH2:15]3)[C:9]=2[CH:27]=1)[CH3:3].FC(F)(F)C(O)=O, predict the reaction product. The product is: [CH3:3][CH:2]([O:4][C:5]1[CH:6]=[CH:7][C:8]2[NH:12][C:11](=[O:13])[N:10]([CH:14]3[CH2:15][CH2:16][NH:17][CH2:18][CH2:19]3)[C:9]=2[CH:27]=1)[CH3:1]. (6) The product is: [Cl:24][C:10]1[N:9]=[C:8]([C:5]2[CH:6]=[CH:7][C:2]([F:1])=[CH:3][CH:4]=2)[C:13]([C:14]([O:16][CH3:17])=[O:15])=[C:12]([CH:18]([CH3:20])[CH3:19])[N:11]=1. Given the reactants [F:1][C:2]1[CH:7]=[CH:6][C:5]([C:8]2[C:13]([C:14]([O:16][CH3:17])=[O:15])=[C:12]([CH:18]([CH3:20])[CH3:19])[N:11]=[C:10](O)[N:9]=2)=[CH:4][CH:3]=1.S(Cl)([Cl:24])=O.C1(C)C=CC=CC=1.C(=O)([O-])O.[Na+], predict the reaction product. (7) Given the reactants [C:1]([C:4]1[CH:24]=[CH:23][C:7]([C:8]([NH:10][CH2:11][CH2:12][CH2:13][CH2:14][CH2:15][CH2:16][CH2:17][CH2:18][CH2:19][CH2:20][CH2:21][CH3:22])=[O:9])=[CH:6][CH:5]=1)(=O)[CH3:2].[F:25][C:26]([F:36])([F:35])[C:27]1[CH:34]=[CH:33][C:30]([CH2:31][NH2:32])=[CH:29][CH:28]=1, predict the reaction product. The product is: [CH2:11]([NH:10][C:8](=[O:9])[C:7]1[CH:23]=[CH:24][C:4]([CH:1]([NH:32][CH2:31][C:30]2[CH:29]=[CH:28][C:27]([C:26]([F:25])([F:35])[F:36])=[CH:34][CH:33]=2)[CH3:2])=[CH:5][CH:6]=1)[CH2:12][CH2:13][CH2:14][CH2:15][CH2:16][CH2:17][CH2:18][CH2:19][CH2:20][CH2:21][CH3:22]. (8) The product is: [C:13]1([CH3:23])[CH:18]=[CH:17][C:16]([S:19]([O:1][CH:2]2[CH2:3][N:4]([C:6]([O:8][C:9]([CH3:12])([CH3:11])[CH3:10])=[O:7])[CH2:5]2)(=[O:21])=[O:20])=[CH:15][CH:14]=1. Given the reactants [OH:1][CH:2]1[CH2:5][N:4]([C:6]([O:8][C:9]([CH3:12])([CH3:11])[CH3:10])=[O:7])[CH2:3]1.[C:13]1([CH3:23])[CH:18]=[CH:17][C:16]([S:19](Cl)(=[O:21])=[O:20])=[CH:15][CH:14]=1, predict the reaction product. (9) Given the reactants Br[C:2]1[S:3][C:4]([C:7]([NH:9][CH2:10][C:11]2[C:20](=[O:21])[C:19]3[C:14](=[CH:15][C:16]([Cl:22])=[CH:17][CH:18]=3)[N:13]([C:23]3[CH:28]=[CH:27][CH:26]=[CH:25][CH:24]=3)[CH:12]=2)=[O:8])=[CH:5][N:6]=1.[NH:29]1[CH2:34][CH2:33][O:32][CH2:31][CH2:30]1, predict the reaction product. The product is: [Cl:22][C:16]1[CH:15]=[C:14]2[C:19]([C:20](=[O:21])[C:11]([CH2:10][NH:9][C:7]([C:4]3[S:3][C:2]([N:29]4[CH2:34][CH2:33][O:32][CH2:31][CH2:30]4)=[N:6][CH:5]=3)=[O:8])=[CH:12][N:13]2[C:23]2[CH:28]=[CH:27][CH:26]=[CH:25][CH:24]=2)=[CH:18][CH:17]=1. (10) Given the reactants [N+:1]([C:4]1[CH:11]=[CH:10][C:7]([CH:8]=[O:9])=[CH:6][CH:5]=1)([O-:3])=[O:2].C1(C)C=CC(S(O)(=O)=O)=CC=1.[CH2:23](O)[CH2:24][OH:25], predict the reaction product. The product is: [N+:1]([C:4]1[CH:5]=[CH:6][C:7]([CH:8]2[O:25][CH2:24][CH2:23][O:9]2)=[CH:10][CH:11]=1)([O-:3])=[O:2].